From a dataset of Full USPTO retrosynthesis dataset with 1.9M reactions from patents (1976-2016). Predict the reactants needed to synthesize the given product. (1) Given the product [C:4]1(/[C:10](=[N:22]/[O:23][CH2:24][C:25]2[CH:26]=[CH:27][C:28]([O:31][CH2:32][C:33]3[N:37]=[C:36]([C:38]4[CH:43]=[CH:42][CH:41]=[CH:40][CH:39]=4)[O:35][N:34]=3)=[CH:29][CH:30]=2)/[CH2:11][CH2:12][CH2:13][CH2:14][CH2:15][CH2:16][C:17]([OH:19])=[O:18])[CH:9]=[CH:8][CH:7]=[CH:6][CH:5]=1, predict the reactants needed to synthesize it. The reactants are: O.[OH-].[Li+].[C:4]1(/[C:10](=[N:22]/[O:23][CH2:24][C:25]2[CH:30]=[CH:29][C:28]([O:31][CH2:32][C:33]3[N:37]=[C:36]([C:38]4[CH:43]=[CH:42][CH:41]=[CH:40][CH:39]=4)[O:35][N:34]=3)=[CH:27][CH:26]=2)/[CH2:11][CH2:12][CH2:13][CH2:14][CH2:15][CH2:16][C:17]([O:19]CC)=[O:18])[CH:9]=[CH:8][CH:7]=[CH:6][CH:5]=1.O.Cl. (2) Given the product [CH3:24][C:16]1[N:15]([CH2:14][C:11]2[CH:12]=[CH:13][C:8]([C:3]3[CH:4]=[CH:5][CH:6]=[CH:7][C:2]=3[N:29]3[CH2:30][CH2:31][N:26]([CH3:25])[CH2:27][CH2:28]3)=[CH:9][CH:10]=2)[C:23]2[C:18]([CH:17]=1)=[CH:19][CH:20]=[CH:21][CH:22]=2, predict the reactants needed to synthesize it. The reactants are: Br[C:2]1[CH:7]=[CH:6][CH:5]=[CH:4][C:3]=1[C:8]1[CH:13]=[CH:12][C:11]([CH2:14][N:15]2[C:23]3[C:18](=[CH:19][CH:20]=[CH:21][CH:22]=3)[CH:17]=[C:16]2[CH3:24])=[CH:10][CH:9]=1.[CH3:25][N:26]1[CH2:31][CH2:30][NH:29][CH2:28][CH2:27]1.C1(P(C2C=CC=CC=2)C2C=CC3C(=CC=CC=3)C=2C2C3C(=CC=CC=3)C=CC=2P(C2C=CC=CC=2)C2C=CC=CC=2)C=CC=CC=1.CC(C)([O-])C.[Na+]. (3) Given the product [Cl:8][C:9]1[N:14]=[C:13]([NH:37][N:4]=[C:2]([CH3:3])[CH3:1])[N:12]=[C:11]([NH:19][C@H:20]([C:22]([F:25])([F:24])[F:23])[CH3:21])[C:10]=1[C:26]1[C:31]([F:32])=[CH:30][C:29]([F:33])=[CH:28][C:27]=1[F:34], predict the reactants needed to synthesize it. The reactants are: [CH3:1][C:2](=[N:4]O)[CH3:3].[H-].[Na+].[Cl:8][C:9]1[N:14]=[C:13](S(C)(=O)=O)[N:12]=[C:11]([NH:19][C@H:20]([C:22]([F:25])([F:24])[F:23])[CH3:21])[C:10]=1[C:26]1[C:31]([F:32])=[CH:30][C:29]([F:33])=[CH:28][C:27]=1[F:34].O.C[N:37](C)C=O. (4) Given the product [CH3:1][O:2][C:3](=[O:17])[C:4]1[CH:9]=[C:8]([N:10]2[CH2:14][CH2:13][CH2:12][C:11]2=[O:15])[CH:7]=[C:6]([NH:16][CH:34]([CH2:35][CH3:36])[CH2:33][CH3:32])[CH:5]=1, predict the reactants needed to synthesize it. The reactants are: [CH3:1][O:2][C:3](=[O:17])[C:4]1[CH:9]=[C:8]([N:10]2[CH2:14][CH2:13][CH2:12][C:11]2=[O:15])[CH:7]=[C:6]([NH2:16])[CH:5]=1.C(O[BH-](OC(=O)C)OC(=O)C)(=O)C.[Na+].[CH3:32][CH2:33][C:34](=O)[CH2:35][CH3:36].CC(O)=O.